Dataset: Catalyst prediction with 721,799 reactions and 888 catalyst types from USPTO. Task: Predict which catalyst facilitates the given reaction. (1) Reactant: [CH:1]1([CH2:4][N:5]([C:10]2[CH:11]=[CH:12][C:13]([OH:20])=[C:14]([CH:19]=2)[C:15]([O:17][CH3:18])=[O:16])[S:6]([CH3:9])(=[O:8])=[O:7])[CH2:3][CH2:2]1.Cl.Cl[CH2:23][CH2:24][N:25]1[CH2:30][CH2:29][O:28][CH2:27][CH2:26]1.C([O-])([O-])=O.[K+].[K+].O. Product: [CH:1]1([CH2:4][N:5]([C:10]2[CH:11]=[CH:12][C:13]([O:20][CH2:23][CH2:24][N:25]3[CH2:30][CH2:29][O:28][CH2:27][CH2:26]3)=[C:14]([CH:19]=2)[C:15]([O:17][CH3:18])=[O:16])[S:6]([CH3:9])(=[O:8])=[O:7])[CH2:3][CH2:2]1. The catalyst class is: 3. (2) Reactant: C(N(CC)CC)C.[F:8][C:9]([F:41])([C:19]([F:40])([F:39])[C:20]([F:38])([F:37])[C:21]([F:36])([F:35])[C:22]([F:34])([F:33])[C:23]([F:32])([F:31])[C:24]([F:30])([F:29])[C:25]([F:28])([F:27])[F:26])[CH2:10][CH2:11][O:12][C:13](=[O:18])[CH:14]([Cl:17])[CH2:15][OH:16].[C:42](Cl)(=[O:45])[CH:43]=[CH2:44].C([O-])(O)=O.[Na+]. Product: [C:42]([O:16][CH2:15][CH:14]([Cl:17])[C:13]([O:12][CH2:11][CH2:10][C:9]([F:41])([F:8])[C:19]([F:39])([F:40])[C:20]([F:37])([F:38])[C:21]([F:36])([F:35])[C:22]([F:33])([F:34])[C:23]([F:31])([F:32])[C:24]([F:29])([F:30])[C:25]([F:27])([F:28])[F:26])=[O:18])(=[O:45])[CH:43]=[CH2:44]. The catalyst class is: 569.